Predict the reactants needed to synthesize the given product. From a dataset of Retrosynthesis with 50K atom-mapped reactions and 10 reaction types from USPTO. (1) Given the product C[C@]1(CO)C=CCCCO1, predict the reactants needed to synthesize it. The reactants are: C[C@]1(COC(=O)c2ccccc2)C=CCCCO1. (2) The reactants are: CCOC(=O)Cn1c(=S)c2ccccc2n(Cc2ccc(Cl)cc2Cl)c1=O. Given the product O=C(O)Cn1c(=S)c2ccccc2n(Cc2ccc(Cl)cc2Cl)c1=O, predict the reactants needed to synthesize it. (3) Given the product CCCCC[C@H](O)c1ccc([C@H]2CCC(=O)[C@@H]2CCCCCCC(=O)O)cc1, predict the reactants needed to synthesize it. The reactants are: CCCCC[C@H](O[Si](C)(C)C(C)(C)C)c1ccc([C@H]2CCC(=O)[C@@H]2CCCCCCC(=O)O)cc1. (4) Given the product O=C(O)CCOCCc1ccc(Br)cc1, predict the reactants needed to synthesize it. The reactants are: CC(C)(C)OC(=O)CCOCCc1ccc(Br)cc1. (5) Given the product COC(=O)C(CC1CC1)[C@@H]1c2ccccc2C[C@H]1NC(=O)c1cc2sc(Cl)c(Cl)c2[nH]1, predict the reactants needed to synthesize it. The reactants are: COC(=O)C(CC1CC1)[C@@H]1c2ccccc2C[C@H]1N.O=C(O)c1cc2sc(Cl)c(Cl)c2[nH]1. (6) The reactants are: CN(CC(=O)c1ccc(F)cc1)Cc1ccccc1. Given the product CN(Cc1ccccc1)CC(O)c1ccc(F)cc1, predict the reactants needed to synthesize it.